Dataset: Forward reaction prediction with 1.9M reactions from USPTO patents (1976-2016). Task: Predict the product of the given reaction. Given the reactants [C:1]([C:5]1[CH:6]=[C:7]2[C:12](=[C:13]([F:15])[CH:14]=1)[C:11](=[O:16])[N:10]([C:17]1[N:24]=[CH:23][CH:22]=[C:21]([C:25]3[CH:30]=[C:29]([NH:31][C:32]4[CH:41]=[C:35]5[CH2:36][N:37]([CH3:40])[CH2:38][CH2:39][N:34]5[N:33]=4)[C:28](=[O:42])[N:27]([CH3:43])[CH:26]=3)[C:18]=1[CH:19]=[O:20])[N:9]=[CH:8]2)([CH3:4])([CH3:3])[CH3:2].[BH4-].[Na+], predict the reaction product. The product is: [C:1]([C:5]1[CH:6]=[C:7]2[C:12](=[C:13]([F:15])[CH:14]=1)[C:11](=[O:16])[N:10]([C:17]1[C:18]([CH2:19][OH:20])=[C:21]([C:25]3[CH:30]=[C:29]([NH:31][C:32]4[CH:41]=[C:35]5[CH2:36][N:37]([CH3:40])[CH2:38][CH2:39][N:34]5[N:33]=4)[C:28](=[O:42])[N:27]([CH3:43])[CH:26]=3)[CH:22]=[CH:23][N:24]=1)[N:9]=[CH:8]2)([CH3:4])([CH3:2])[CH3:3].